This data is from Full USPTO retrosynthesis dataset with 1.9M reactions from patents (1976-2016). The task is: Predict the reactants needed to synthesize the given product. (1) Given the product [ClH:56].[ClH:56].[ClH:56].[ClH:56].[Cl:56][C:53]1[CH:52]=[CH:51][C:50]([CH2:49][CH:45]([N:44]([CH2:57][CH2:58][O:59][CH3:60])[CH2:43][CH:42]2[CH2:41][C:40]3[C:35](=[CH:36][CH:37]=[CH:38][CH:39]=3)[CH2:34][NH:33]2)[C:6]([N:8]2[CH2:9][CH2:10][N:11]([C:14]3[CH:19]=[CH:18][CH:17]=[CH:16][C:15]=3[CH2:20][N:21]3[CH2:25][CH2:24][CH2:23][CH2:22]3)[CH2:12][CH2:13]2)=[O:7])=[CH:55][CH:54]=1, predict the reactants needed to synthesize it. The reactants are: C(O[C:6]([N:8]1[CH2:13][CH2:12][N:11]([C:14]2[CH:19]=[CH:18][CH:17]=[CH:16][C:15]=2[CH2:20][N:21]2[CH2:25][CH2:24][CH2:23][CH2:22]2)[CH2:10][CH2:9]1)=[O:7])(C)(C)C.C(OC([N:33]1[CH:42]([CH2:43][N:44]([CH2:57][CH2:58][O:59][CH3:60])[CH:45]([CH2:49][C:50]2[CH:55]=[CH:54][C:53]([Cl:56])=[CH:52][CH:51]=2)C([O-])=O)[CH2:41][C:40]2[C:35](=[CH:36][CH:37]=[CH:38][CH:39]=2)[CH2:34]1)=O)(C)(C)C.[Li+]. (2) Given the product [C:16]([C:8]1[CH:7]=[C:6]([NH:5][C:4]2[N:3]=[C:1]([NH2:2])[NH:23][N:22]=2)[CH:11]=[C:10]([C:12]([CH3:13])([CH3:14])[CH3:15])[CH:9]=1)([CH3:17])([CH3:18])[CH3:19], predict the reactants needed to synthesize it. The reactants are: [C:1](/[N:3]=[C:4](\SC)/[NH:5][C:6]1[CH:11]=[C:10]([C:12]([CH3:15])([CH3:14])[CH3:13])[CH:9]=[C:8]([C:16]([CH3:19])([CH3:18])[CH3:17])[CH:7]=1)#[N:2].[NH2:22][NH2:23]. (3) Given the product [Cl:15][C:16]1[CH:17]=[CH:18][C:19]([CH2:22][C@@H:23]([C:27]2[CH:28]=[C:29]([CH:30]=[CH:31][CH:32]=2)[C:33]#[N:34])[C@@H:24]([NH:26][CH:5]([C:4]2[CH:3]=[C:2]([F:1])[CH:12]=[C:11]([F:13])[CH:10]=2)[CH2:7][C:8]#[N:9])[CH3:25])=[CH:20][CH:21]=1, predict the reactants needed to synthesize it. The reactants are: [F:1][C:2]1[CH:3]=[C:4]([CH:10]=[C:11]([F:13])[CH:12]=1)[C:5]([CH2:7][C:8]#[N:9])=O.Cl.[Cl:15][C:16]1[CH:21]=[CH:20][C:19]([CH2:22][C@@H:23]([C:27]2[CH:32]=[CH:31][CH:30]=[C:29]([C:33]#[N:34])[CH:28]=2)[C@@H:24]([NH2:26])[CH3:25])=[CH:18][CH:17]=1. (4) Given the product [C:25]([C:33]1[CH:28]=[CH:27][C:30]([CH3:29])=[C:31]([CH:32]=1)[O:34][C:35]1[O:36][CH:37]=[C:38]([C:40]([O:42][CH2:43][CH3:44])=[O:41])[N:39]=1)([CH3:45])([CH3:24])[CH3:26], predict the reactants needed to synthesize it. The reactants are: C(C1C=CC(C)=C(O)C=1)(C)(C)C.ClC1OC=C(C(OCC)=O)N=1.[CH3:24][C:25]1([CH3:45])[C:33]2[C:28](=[CH:29][CH:30]=[C:31]([O:34][C:35]3[O:36][CH:37]=[C:38]([C:40]([O:42][CH2:43][CH3:44])=[O:41])[N:39]=3)[CH:32]=2)[CH2:27][CH2:26]1. (5) Given the product [CH2:21]([O:18][C:17]([C:16]1[C:10]2[O:9][B:8]([OH:20])[C@@H:7]([NH:6][C:1](=[O:5])[CH2:2][CH2:3][CH3:4])[CH2:12][C:11]=2[CH:13]=[CH:14][CH:15]=1)=[O:19])[CH3:22], predict the reactants needed to synthesize it. The reactants are: [C:1]([NH:6][CH:7]1[CH2:12][C:11]2[CH:13]=[CH:14][CH:15]=[C:16]([C:17]([OH:19])=[O:18])[C:10]=2[O:9][B:8]1[OH:20])(=[O:5])[CH2:2][CH2:3][CH3:4].[CH2:21](O)[CH3:22].